This data is from Full USPTO retrosynthesis dataset with 1.9M reactions from patents (1976-2016). The task is: Predict the reactants needed to synthesize the given product. (1) The reactants are: [CH3:1][C:2]1([CH3:16])[C:6]([CH3:8])([CH3:7])[O:5][B:4]([C:9]2[CH:15]=[CH:14][C:12]([NH2:13])=[CH:11][CH:10]=2)[O:3]1.C(N(CC)CC)C.Cl[CH2:25][CH2:26][N:27]=[C:28]=[O:29].CC(C)([O-])C.[K+]. Given the product [CH3:8][C:6]1([CH3:7])[C:2]([CH3:16])([CH3:1])[O:3][B:4]([C:9]2[CH:15]=[CH:14][C:12]([N:13]3[CH2:25][CH2:26][NH:27][C:28]3=[O:29])=[CH:11][CH:10]=2)[O:5]1, predict the reactants needed to synthesize it. (2) Given the product [Cl:28][C:29]1[CH:34]=[CH:33][C:32]([CH2:2][C:3]2[C:11]3[C:10](=[O:12])[N:9]([CH2:13][CH2:14][C:15]([O:17][CH3:18])=[O:16])[C:8](=[O:19])[N:7]([CH3:20])[C:6]=3[S:5][C:4]=2[C:21]2[CH:26]=[CH:25][C:24]([Cl:27])=[CH:23][CH:22]=2)=[CH:31][CH:30]=1, predict the reactants needed to synthesize it. The reactants are: Br[CH2:2][C:3]1[C:11]2[C:10](=[O:12])[N:9]([CH2:13][CH2:14][C:15]([O:17][CH3:18])=[O:16])[C:8](=[O:19])[N:7]([CH3:20])[C:6]=2[S:5][C:4]=1[C:21]1[CH:26]=[CH:25][C:24]([Cl:27])=[CH:23][CH:22]=1.[Cl:28][C:29]1[CH:34]=[CH:33][C:32](B(O)O)=[CH:31][CH:30]=1.C([O-])([O-])=O.[Cs+].[Cs+]. (3) Given the product [F:20][CH:18]([F:19])[N:15]1[C:14]2[C:9](=[O:8])[NH:10][C:11]([C:27]3[CH:26]=[CH:25][C:24]([O:23][CH3:22])=[C:29]([O:30][CH3:31])[CH:28]=3)=[CH:12][C:13]=2[N:17]=[CH:16]1, predict the reactants needed to synthesize it. The reactants are: C([O:8][C:9]1[C:14]2[N:15]([CH:18]([F:20])[F:19])[CH:16]=[N:17][C:13]=2[CH:12]=[C:11](Cl)[N:10]=1)C1C=CC=CC=1.[CH3:22][O:23][C:24]1[CH:25]=[C:26](B(O)O)[CH:27]=[CH:28][C:29]=1[O:30][CH3:31].C([O-])([O-])=O.[K+].[K+].B(O)O.C([O-])=O.[NH4+]. (4) Given the product [O:19]=[C:15]1[NH:14][C:13]2[N:12]=[CH:11][CH:10]=[C:9]([O:8][C:7]3[CH:6]=[CH:5][C:4]([NH2:1])=[CH:21][CH:20]=3)[C:18]=2[CH:17]=[CH:16]1, predict the reactants needed to synthesize it. The reactants are: [N+:1]([C:4]1[CH:21]=[CH:20][C:7]([O:8][C:9]2[C:18]3[CH:17]=[CH:16][C:15](=[O:19])[NH:14][C:13]=3[N:12]=[CH:11][CH:10]=2)=[CH:6][CH:5]=1)([O-])=O.[Cl-].[NH4+].CN(C)C=O.C(O)C. (5) Given the product [F:65][C:62]1[CH:63]=[N:64][C:57]2[N:56]([C:66]3[CH:67]=[C:68]([CH:73]=[CH:74][CH:75]=3)[C:69]([O:71][CH3:72])=[O:70])[C:55](=[O:76])[N:54]([C@H:51]3[CH2:50][CH2:49][C@@H:48]([NH:47][C:11]([C:9]4[N:10]=[C:5]5[CH:4]=[CH:3][C:2]([F:1])=[CH:7][N:6]5[CH:8]=4)=[O:13])[CH2:53][CH2:52]3)[C:59](=[O:60])[C:58]=2[CH:61]=1, predict the reactants needed to synthesize it. The reactants are: [F:1][C:2]1[CH:3]=[CH:4][C:5]2[N:6]([CH:8]=[C:9]([C:11]([OH:13])=O)[N:10]=2)[CH:7]=1.C(N(CC)C(C)C)(C)C.CN(C(ON1N=NC2C=CC=NC1=2)=[N+](C)C)C.F[P-](F)(F)(F)(F)F.[NH2:47][C@@H:48]1[CH2:53][CH2:52][C@H:51]([N:54]2[C:59](=[O:60])[C:58]3[CH:61]=[C:62]([F:65])[CH:63]=[N:64][C:57]=3[N:56]([C:66]3[CH:67]=[C:68]([CH:73]=[CH:74][CH:75]=3)[C:69]([O:71][CH3:72])=[O:70])[C:55]2=[O:76])[CH2:50][CH2:49]1. (6) Given the product [CH3:14][C:13]([CH3:16])([CH3:15])[C:12]([NH:11][C:9]1[N:8]([C:18]2[CH:19]=[CH:20][CH:21]=[CH:22][CH:23]=2)[N:7]=[C:6]([C:4]([OH:5])=[O:3])[CH:10]=1)=[O:17], predict the reactants needed to synthesize it. The reactants are: C([O:3][C:4]([C:6]1[CH:10]=[C:9]([NH:11][C:12](=[O:17])[C:13]([CH3:16])([CH3:15])[CH3:14])[N:8]([C:18]2[CH:23]=[CH:22][CH:21]=[CH:20][CH:19]=2)[N:7]=1)=[O:5])C.C(=O)([O-])[O-].[Cs+].[Cs+].IC.[OH-].[Na+]. (7) Given the product [C:1]1([CH:7]([C:39]2[CH:40]=[CH:41][CH:42]=[CH:43][CH:44]=2)[CH2:8][CH2:9][N:10]([CH2:22][C:23]([CH2:24][N:25]2[CH2:30][CH2:29][NH:28][CH2:27][CH2:26]2)=[CH2:38])[C:11](=[O:12])[NH:13][C:14]2[CH:19]=[CH:18][CH:17]=[C:16]([O:20][CH3:21])[CH:15]=2)[CH:2]=[CH:3][CH:4]=[CH:5][CH:6]=1, predict the reactants needed to synthesize it. The reactants are: [C:1]1([CH:7]([C:39]2[CH:44]=[CH:43][CH:42]=[CH:41][CH:40]=2)[CH2:8][CH2:9][N:10]([CH2:22][C:23](=[CH2:38])[CH2:24][N:25]2[CH2:30][CH2:29][N:28](C(OC(C)(C)C)=O)[CH2:27][CH2:26]2)[C:11]([NH:13][C:14]2[CH:19]=[CH:18][CH:17]=[C:16]([O:20][CH3:21])[CH:15]=2)=[O:12])[CH:6]=[CH:5][CH:4]=[CH:3][CH:2]=1.C1(C(C2C=CC=CC=2)CCN(CC(=C)CN2CCN(C(OC(C)(C)C)=O)CC2)C(NC2C=CC=C(C(OC)=O)C=2)=O)C=CC=CC=1. (8) Given the product [C:2]([O:6][C:7]([NH:9][CH2:10][C:11]1[C:12]([CH2:31][CH:32]([CH3:34])[CH3:33])=[N:13][C:14]([CH3:30])=[C:15]([C:22]=1[C:23]1[CH:24]=[CH:25][C:26]([CH3:29])=[CH:27][CH:28]=1)[C:16]([O:18][CH2:19][C:20]([NH2:21])=[S:1])=[O:17])=[O:8])([CH3:5])([CH3:4])[CH3:3], predict the reactants needed to synthesize it. The reactants are: [SH2:1].[C:2]([O:6][C:7]([NH:9][CH2:10][C:11]1[C:12]([CH2:31][CH:32]([CH3:34])[CH3:33])=[N:13][C:14]([CH3:30])=[C:15]([C:22]=1[C:23]1[CH:28]=[CH:27][C:26]([CH3:29])=[CH:25][CH:24]=1)[C:16]([O:18][CH2:19][C:20]#[N:21])=[O:17])=[O:8])([CH3:5])([CH3:4])[CH3:3].C(N(CC)CC)C. (9) Given the product [F:23][C:20]1[CH:19]=[CH:18][C:17]([CH2:16][N:9]2[C:10]3[CH:11]=[CH:12][CH:13]=[CH:14][C:15]=3[C:6]3=[N:5][N:4]([CH2:1][CH2:2][CH3:3])[C:24](=[O:25])[C:7]3=[CH:8]2)=[CH:22][CH:21]=1, predict the reactants needed to synthesize it. The reactants are: [CH2:1]([N:4]1[C:24](=[O:25])[C:7]2=[CH:8][N:9]([CH2:16][C:17]3[CH:22]=[CH:21][C:20]([F:23])=[CH:19][CH:18]=3)[C:10]3[CH:11]=[CH:12][CH:13]=[CH:14][C:15]=3[C:6]2=[N:5]1)[CH:2]=[CH2:3]. (10) Given the product [CH2:17]([O:7][C:6](=[O:8])[C@H:2]([C@@H:3]([CH3:5])[OH:4])[NH:1][C:9]([O:11][C:12]([CH3:14])([CH3:13])[CH3:15])=[O:10])[C:18]([C:20]1[CH:25]=[CH:24][CH:23]=[CH:22][CH:21]=1)=[O:19], predict the reactants needed to synthesize it. The reactants are: [NH:1]([C:9]([O:11][C:12]([CH3:15])([CH3:14])[CH3:13])=[O:10])[C@H:2]([C:6]([OH:8])=[O:7])[C@@H:3]([CH3:5])[OH:4].Br[CH2:17][C:18]([C:20]1[CH:25]=[CH:24][CH:23]=[CH:22][CH:21]=1)=[O:19].